Dataset: Forward reaction prediction with 1.9M reactions from USPTO patents (1976-2016). Task: Predict the product of the given reaction. (1) Given the reactants [CH3:1][C:2]1[CH:9]=[C:8]([CH3:10])[CH:7]=[CH:6][C:3]=1[CH:4]=O.[NH2:11][C:12]1[CH:13]=[C:14]2[C:18]3=[C:19]([CH2:21][O:22][CH2:23][CH2:24][N:17]3[C@H:16]3[CH2:25][CH2:26][N:27](C(OC(C)(C)C)=O)[CH2:28][C@@H:15]23)[CH:20]=1, predict the reaction product. The product is: [CH3:1][C:2]1[CH:9]=[C:8]([CH3:10])[CH:7]=[CH:6][C:3]=1[CH2:4][NH:11][C:12]1[CH:13]=[C:14]2[C:18]3=[C:19]([CH2:21][O:22][CH2:23][CH2:24][N:17]3[C@H:16]3[CH2:25][CH2:26][NH:27][CH2:28][C@@H:15]23)[CH:20]=1. (2) Given the reactants [Cl:1][C:2]1[C:3]([F:36])=[C:4]([CH:33]=[CH:34][CH:35]=1)[CH2:5][C:6]1[CH:7]=[C:8]2[C:13](=[CH:14][C:15]=1[F:16])[N:12]([C@@H:17]([CH:24]([CH3:26])[CH3:25])[CH2:18][O:19]C(OC)=O)[CH:11]=[C:10]([C:27]([O:29]CC)=[O:28])[C:9]2=[O:32].[OH-].[Na+].Cl, predict the reaction product. The product is: [Cl:1][C:2]1[C:3]([F:36])=[C:4]([CH:33]=[CH:34][CH:35]=1)[CH2:5][C:6]1[CH:7]=[C:8]2[C:13](=[CH:14][C:15]=1[F:16])[N:12]([C@@H:17]([CH:24]([CH3:26])[CH3:25])[CH2:18][OH:19])[CH:11]=[C:10]([C:27]([OH:29])=[O:28])[C:9]2=[O:32].